From a dataset of Full USPTO retrosynthesis dataset with 1.9M reactions from patents (1976-2016). Predict the reactants needed to synthesize the given product. (1) Given the product [CH3:14][O:13][C:10]1[CH:9]=[C:8]([CH3:15])[C:7]([CH:19]=[O:20])=[CH:12][N:11]=1, predict the reactants needed to synthesize it. The reactants are: [Li]CCCC.Br[C:7]1[C:8]([CH3:15])=[CH:9][C:10]([O:13][CH3:14])=[N:11][CH:12]=1.CN([CH:19]=[O:20])C. (2) Given the product [CH:16]1[C:24]2[C:23]3[CH:25]=[CH:26][CH:27]=[CH:28][C:22]=3[O:21][C:20]=2[C:19]([C:2]2[CH:3]=[C:4]([CH:13]=[CH:14][CH:15]=2)[NH:5][C:6]2[CH:11]=[CH:10][C:9]([C:26]3[C:25]4[O:35][C:32]5[CH:38]=[CH:39][CH:19]=[CH:20][C:24]=5[C:23]=4[CH:22]=[CH:28][CH:27]=3)=[CH:8][CH:7]=2)=[CH:18][CH:17]=1, predict the reactants needed to synthesize it. The reactants are: Br[C:2]1[CH:3]=[C:4]([CH:13]=[CH:14][CH:15]=1)[NH:5][C:6]1[CH:11]=[CH:10][C:9](Br)=[CH:8][CH:7]=1.[CH:16]1[C:24]2[C:23]3[CH:25]=[CH:26][CH:27]=[CH:28][C:22]=3[O:21][C:20]=2[C:19](B(O)O)=[CH:18][CH:17]=1.[C:32]([O-:35])([O-])=O.[Na+].[Na+].[CH3:38][CH2:39]O. (3) Given the product [Cl:17][C:18]1[C:19]([CH2:28][N:29]2[C:33](/[CH:34]=[CH:9]/[C:10]([O:12][CH2:13][CH3:14])=[O:11])=[CH:32][C:31]([O:36][CH:37]([CH3:39])[CH3:38])=[N:30]2)=[N:20][CH:21]=[C:22]([C:24]([F:27])([F:25])[F:26])[CH:23]=1, predict the reactants needed to synthesize it. The reactants are: C(OP([CH2:9][C:10]([O:12][CH2:13][CH3:14])=[O:11])(OCC)=O)C.[H-].[Na+].[Cl:17][C:18]1[C:19]([CH2:28][N:29]2[C:33]([CH:34]=O)=[CH:32][C:31]([O:36][CH:37]([CH3:39])[CH3:38])=[N:30]2)=[N:20][CH:21]=[C:22]([C:24]([F:27])([F:26])[F:25])[CH:23]=1.[Cl-].[NH4+].